From a dataset of Reaction yield outcomes from USPTO patents with 853,638 reactions. Predict the reaction yield, written as a fraction of the theoretical maximum amount of product (1.0 means a 100% yield; for example, 0.34 means a 34% yield). (1) The yield is 0.230. The reactants are [C:1]([C:4]1[C:9](=[O:10])[C:8]([O:11][CH3:12])=[CH:7][N:6]([C:13]2[CH:18]=[C:17]([F:19])[C:16]([Br:20])=[CH:15][C:14]=2[F:21])[N:5]=1)(=O)[CH3:2].[CH3:22]OC(OC)N(C)C.[C:30]1([NH:36][NH2:37])[CH:35]=[CH:34][CH:33]=[CH:32][CH:31]=1. The product is [Br:20][C:16]1[C:17]([F:19])=[CH:18][C:13]([N:6]2[CH:7]=[C:8]([O:11][CH3:12])[C:9](=[O:10])[C:4]([C:1]3[N:36]([C:30]4[CH:35]=[CH:34][CH:33]=[CH:32][CH:31]=4)[N:37]=[CH:22][CH:2]=3)=[N:5]2)=[C:14]([F:21])[CH:15]=1. No catalyst specified. (2) The reactants are P(Cl)(Cl)(Cl)=O.[C:6]([C:9]1[CH:14]=[CH:13][CH:12]=[CH:11][CH:10]=1)(=O)[CH3:7].[ClH:15].NO.C[N:19]([CH:21]=O)C. The catalyst is O. The product is [Cl:15][C:6]([C:9]1[CH:14]=[CH:13][CH:12]=[CH:11][CH:10]=1)=[CH:7][C:21]#[N:19]. The yield is 0.530. (3) The catalyst is CS(C)=O.[OH-].[Na+]. The yield is 0.510. The product is [F:1][C:2]([F:36])([F:35])[C:3]1[CH:4]=[C:5]([C:13]([CH3:34])([CH3:33])[C:14]([N:16]([C:18]2[CH:19]=[N:20][C:21]([N:42]3[CH2:41][CH2:40][NH:39][C@H:38]([CH3:37])[CH2:43]3)=[CH:22][C:23]=2[C:24]2[CH:29]=[CH:28][C:27]([F:30])=[CH:26][C:25]=2[CH3:31])[CH3:17])=[O:15])[CH:6]=[C:7]([C:9]([F:12])([F:11])[F:10])[CH:8]=1. The reactants are [F:1][C:2]([F:36])([F:35])[C:3]1[CH:4]=[C:5]([C:13]([CH3:34])([CH3:33])[C:14]([N:16]([C:18]2[CH:19]=[N:20][C:21](Cl)=[CH:22][C:23]=2[C:24]2[CH:29]=[CH:28][C:27]([F:30])=[CH:26][C:25]=2[CH3:31])[CH3:17])=[O:15])[CH:6]=[C:7]([C:9]([F:12])([F:11])[F:10])[CH:8]=1.[CH3:37][C@@H:38]1[CH2:43][NH:42][CH2:41][CH2:40][NH:39]1.C(=O)([O-])[O-].[K+].[K+]. (4) The reactants are [CH:1]([C:4]1[CH:9]=[CH:8][CH:7]=[C:6]([O:10][CH3:11])[CH:5]=1)([CH3:3])[CH3:2].[Br:12]N1C(=O)CCC1=O.O. The catalyst is C(Cl)(Cl)(Cl)Cl. The product is [Br:12][C:9]1[CH:8]=[CH:7][C:6]([O:10][CH3:11])=[CH:5][C:4]=1[CH:1]([CH3:3])[CH3:2]. The yield is 0.810. (5) The reactants are [C:1]([CH:3]([C:9]1([CH3:19])[CH2:14][C:13]([CH3:16])([CH3:15])[CH2:12][C:11]([CH3:18])([CH3:17])[CH2:10]1)[C:4]([O:6][CH2:7][CH3:8])=[O:5])#[N:2].[H-].[Na+].[CH2:22](Br)[CH:23]=[CH2:24].O. The catalyst is CS(C)=O. The product is [C:1]([C:3]([C:9]1([CH3:19])[CH2:14][C:13]([CH3:16])([CH3:15])[CH2:12][C:11]([CH3:18])([CH3:17])[CH2:10]1)([CH2:24][CH:23]=[CH2:22])[C:4]([O:6][CH2:7][CH3:8])=[O:5])#[N:2]. The yield is 0.637. (6) The catalyst is C(Cl)Cl. The yield is 0.0300. The reactants are [NH2:1][C:2]1[S:3][CH:4]=[C:5](/[C:7](=[N:45]/[O:46][C:47]([CH3:52])([CH3:51])[C:48]([OH:50])=[O:49])/[C:8]([NH:10][C@@H:11]2[C:14](=[O:15])[N:13]([S:16]([OH:19])(=[O:18])=[O:17])[C@@H:12]2[CH2:20][N:21]2[CH:25]=[C:24]([CH2:26][NH:27][C:28]([NH:37]C(OC(C)(C)C)=O)=[N:29]C(OC(C)(C)C)=O)[N:23]=[N:22]2)=[O:9])[N:6]=1.C(O)(C(F)(F)F)=O. The product is [NH2:1][C:2]1[S:3][CH:4]=[C:5](/[C:7](=[N:45]/[O:46][C:47]([CH3:52])([CH3:51])[C:48]([OH:50])=[O:49])/[C:8]([NH:10][C@@H:11]2[C:14](=[O:15])[N:13]([S:16]([OH:19])(=[O:17])=[O:18])[C@@H:12]2[CH2:20][N:21]2[CH:25]=[C:24]([CH2:26][NH:27][C:28]([NH2:37])=[NH:29])[N:23]=[N:22]2)=[O:9])[N:6]=1.